Dataset: Reaction yield outcomes from USPTO patents with 853,638 reactions. Task: Predict the reaction yield, written as a fraction of the theoretical maximum amount of product (1.0 means a 100% yield; for example, 0.34 means a 34% yield). The reactants are [C:1]([O:5][C:6]([N:8]1[CH2:13][CH2:12][CH2:11][C@H:10]([NH:14][CH2:15]C2C=C3C(=CC=2OC)COC3C(F)(F)F)[C@@H:9]1[C:31]1[CH:36]=[CH:35][CH:34]=[CH:33][CH:32]=1)=[O:7])([CH3:4])([CH3:3])[CH3:2].[CH3:37][O:38][C:39]1[CH:40]=[C:41]2[C:46](=[CH:47][C:48]=1C=O)[C:45]([CH3:55])([C:51]([F:54])([F:53])[F:52])[O:44][CH2:43][CH2:42]2. No catalyst specified. The product is [C:1]([O:5][C:6]([N:8]1[CH2:13][CH2:12][CH2:11][C@H:10]([NH:14][CH2:15][C:48]2[CH:47]=[C:46]3[C:41]([CH2:42][CH2:43][O:44][C:45]3([CH3:55])[C:51]([F:53])([F:54])[F:52])=[CH:40][C:39]=2[O:38][CH3:37])[C@@H:9]1[C:31]1[CH:32]=[CH:33][CH:34]=[CH:35][CH:36]=1)=[O:7])([CH3:4])([CH3:2])[CH3:3]. The yield is 0.918.